Dataset: Reaction yield outcomes from USPTO patents with 853,638 reactions. Task: Predict the reaction yield, written as a fraction of the theoretical maximum amount of product (1.0 means a 100% yield; for example, 0.34 means a 34% yield). (1) The reactants are [CH:1]1([C:4]2[NH:8][N:7]=[C:6]([NH:9][C:10]3[N:15]=[C:14]([NH:16][C@H:17]([C:19]4[CH:24]=[CH:23][C:22]([F:25])=[CH:21][CH:20]=4)[CH3:18])[N:13]=[C:12]([C:26]([O:28][CH2:29][CH3:30])=[O:27])[C:11]=3[N+:31]([O-])=O)[CH:5]=2)[CH2:3][CH2:2]1.[NH4+].[Cl-]. The catalyst is CCO.C1COCC1.[Zn]. The product is [NH2:31][C:11]1[C:12]([C:26]([O:28][CH2:29][CH3:30])=[O:27])=[N:13][C:14]([NH:16][C@H:17]([C:19]2[CH:24]=[CH:23][C:22]([F:25])=[CH:21][CH:20]=2)[CH3:18])=[N:15][C:10]=1[NH:9][C:6]1[CH:5]=[C:4]([CH:1]2[CH2:3][CH2:2]2)[NH:8][N:7]=1. The yield is 0.920. (2) The reactants are C(Cl)Cl.[OH:4][C@@H:5]1[C@@:12]([CH3:19])([CH2:13][CH2:14][CH:15]=[C:16]([CH3:18])[CH3:17])[C@@H:11]2[C:20](=[O:21])[C@@:7]([CH2:25][CH:26]=[C:27]([CH3:29])[CH3:28])([C:8]([O:23][CH3:24])=[CH:9][C:10]2=[O:22])[CH2:6]1.N1C=CC=CC=1.[F:36][C:37]([F:50])([F:49])[S:38](O[S:38]([C:37]([F:50])([F:49])[F:36])(=[O:40])=[O:39])(=[O:40])=[O:39]. The catalyst is CCCCCC.CCOC(C)=O. The product is [F:36][C:37]([F:50])([F:49])[S:38]([O:4][C@H:5]1[CH2:6][C@@:7]2([CH2:25][CH:26]=[C:27]([CH3:29])[CH3:28])[C:20](=[O:21])[C@H:11]([C:10](=[O:22])[CH:9]=[C:8]2[O:23][CH3:24])[C@:12]1([CH3:19])[CH2:13][CH2:14][CH:15]=[C:16]([CH3:17])[CH3:18])(=[O:40])=[O:39]. The yield is 0.800. (3) The reactants are F[C:2]1[CH:9]=[CH:8][C:7]([O:10][CH3:11])=[CH:6][C:3]=1[CH:4]=O.[CH2:12]([O:14][C:15](=[O:18])[CH2:16][SH:17])[CH3:13].C([O-])([O-])=O.[K+].[K+]. The catalyst is CN(C=O)C. The product is [CH2:12]([O:14][C:15]([C:16]1[S:17][C:2]2[CH:9]=[CH:8][C:7]([O:10][CH3:11])=[CH:6][C:3]=2[CH:4]=1)=[O:18])[CH3:13]. The yield is 0.660. (4) The reactants are [O:1]1[CH2:5][CH2:4][O:3][CH:2]1[C:6]1[CH:11]=[CH:10][C:9]([N:12]2[CH:16]=[C:15]([C:17]([O:19]CC)=[O:18])[N:14]=[N:13]2)=[CH:8][CH:7]=1.[OH-].[K+].Cl. The catalyst is CCO.O.C(OCC)(=O)C. The product is [O:3]1[CH2:4][CH2:5][O:1][CH:2]1[C:6]1[CH:11]=[CH:10][C:9]([N:12]2[CH:16]=[C:15]([C:17]([OH:19])=[O:18])[N:14]=[N:13]2)=[CH:8][CH:7]=1. The yield is 0.940. (5) The reactants are C(OC([N:8]1[CH2:12][CH2:11][CH:10]([CH:13]([C:22]2[CH:27]=[CH:26][CH:25]=[CH:24][CH:23]=2)[O:14][C:15]2[CH:20]=[CH:19][CH:18]=[CH:17][C:16]=2[CH3:21])[CH2:9]1)=O)(C)(C)C. The catalyst is Cl.CCO. The product is [C:22]1([CH:13]([O:14][C:15]2[CH:20]=[CH:19][CH:18]=[CH:17][C:16]=2[CH3:21])[CH:10]2[CH2:11][CH2:12][NH:8][CH2:9]2)[CH:23]=[CH:24][CH:25]=[CH:26][CH:27]=1. The yield is 0.980. (6) The reactants are [NH2:1][CH2:2][C@@H:3]1[C@@H:11]([C@@:12]2([CH3:21])[CH2:17][CH2:16][C@H:15]([OH:18])[CH2:14][C@@H:13]2[CH2:19][OH:20])[CH2:10][CH2:9][C@@:8]2([CH3:22])[C@H:4]1[CH2:5][CH2:6][C:7]2=[CH2:23].[C:24]1([CH3:32])[CH:29]=[CH:28][CH:27]=[C:26]([CH:30]=O)[CH:25]=1.[BH4-].[Na+]. The catalyst is CO.C1COCC1.CO. The product is [OH:20][CH2:19][C@@H:13]1[C@@:12]([CH3:21])([C@H:11]2[CH2:10][CH2:9][C@@:8]3([CH3:22])[C@@H:4]([CH2:5][CH2:6][C:7]3=[CH2:23])[C@@H:3]2[CH2:2][NH:1][CH2:32][C:24]2[CH:29]=[CH:28][CH:27]=[C:26]([CH3:30])[CH:25]=2)[CH2:17][CH2:16][C@H:15]([OH:18])[CH2:14]1. The yield is 0.630. (7) The reactants are [C:1]1([N:7]2[C:19]3[CH:18]=[CH:17][CH:16]=[CH:15][C:14]=3[C:13]3[C:8]2=[CH:9][CH:10]=[CH:11][CH:12]=3)[CH:6]=[CH:5][CH:4]=[CH:3][CH:2]=1.[Br:20]N1C(=O)CCC1=O. The catalyst is C(O)(=O)C. The product is [Br:20][C:16]1[CH:17]=[CH:18][C:19]2[N:7]([C:1]3[CH:2]=[CH:3][CH:4]=[CH:5][CH:6]=3)[C:8]3[C:13]([C:14]=2[CH:15]=1)=[CH:12][CH:11]=[CH:10][CH:9]=3. The yield is 0.880. (8) The reactants are [C:1]([C:4]1[C:12]2[C:7](=[CH:8][CH:9]=[CH:10][CH:11]=2)[N:6]([C:13]([O:15][C:16]([CH3:19])([CH3:18])[CH3:17])=[O:14])[CH:5]=1)(=[O:3])[CH3:2].[Li+].C[Si]([N-][Si](C)(C)C)(C)C.C1(=O)[O:35][C:33](=[O:34])[C:32]2=[CH:36][CH:37]=[CH:38][CH:39]=[C:31]12.Cl.C1C[O:45][CH2:44]C1. No catalyst specified. The product is [C:16]([O:15][C:13]([N:6]1[C:7]2[C:12](=[CH:11][CH:10]=[CH:9][CH:8]=2)[C:4]([C:1](=[O:3])[CH:2]=[C:44]([C:32]2([C:33]([OH:35])=[O:34])[CH:31]=[CH:39][CH:38]=[CH:37][CH2:36]2)[OH:45])=[CH:5]1)=[O:14])([CH3:19])([CH3:18])[CH3:17]. The yield is 0.300. (9) The reactants are [Cl:1][C:2]1[CH:3]=[C:4]([NH2:20])[CH:5]=[C:6]([Cl:19])[C:7]=1[S:8][C:9]1[CH:18]=[CH:17][C:16]2[C:11](=[CH:12][CH:13]=[CH:14][CH:15]=2)[CH:10]=1.N1C=CC=CC=1.[Cl:27][C:28]1[N:29]=[C:30]2[N:34]([C:35]=1[S:36](Cl)(=[O:38])=[O:37])[CH:33]=[CH:32][S:31]2. The catalyst is C1COCC1. The product is [Cl:19][C:6]1[CH:5]=[C:4]([NH:20][S:36]([C:35]2[N:34]3[C:30]([S:31][CH:32]=[CH:33]3)=[N:29][C:28]=2[Cl:27])(=[O:37])=[O:38])[CH:3]=[C:2]([Cl:1])[C:7]=1[S:8][C:9]1[CH:18]=[CH:17][C:16]2[C:11](=[CH:12][CH:13]=[CH:14][CH:15]=2)[CH:10]=1. The yield is 0.650. (10) The reactants are [CH2:1]([C:3]1[CH:8]=[CH:7][CH:6]=[CH:5][C:4]=1[N+:9]([O-:11])=[O:10])[CH3:2].[CH2:12]=[O:13].CC([O-])(C)C.[K+]. The catalyst is CS(C)=O.C(O)(C)(C)C. The product is [N+:9]([C:4]1[CH:5]=[CH:6][CH:7]=[CH:8][C:3]=1[CH:1]([CH3:2])[CH2:12][OH:13])([O-:11])=[O:10]. The yield is 0.890.